Dataset: Reaction yield outcomes from USPTO patents with 853,638 reactions. Task: Predict the reaction yield, written as a fraction of the theoretical maximum amount of product (1.0 means a 100% yield; for example, 0.34 means a 34% yield). The reactants are [OH:1][C@H:2]1[CH2:19][CH2:18][C@@:17]2([CH3:20])[C@@H:4]([CH2:5][CH2:6][C@:7]3([CH3:44])[C@@H:16]2[CH2:15][CH2:14][C@H:13]2[C@@:8]3([CH3:43])[CH2:9][CH2:10][C@@:11]3([C:28]([N:30]4[CH2:35][CH2:34][N:33]([CH2:36][CH2:37][O:38][CH2:39][CH2:40][O:41][CH3:42])[CH2:32][CH2:31]4)=[O:29])[CH2:23][CH2:22][C@@H:21]([C:24]4([CH3:27])[CH2:26][CH2:25]4)[C@@H:12]32)[C:3]1([CH3:46])[CH3:45].[CH3:47][C:48]1([CH3:55])[CH2:53][C:52](=[O:54])[O:51][C:49]1=[O:50].C1(C)C=CC=CC=1. The catalyst is ClCCl. The product is [CH3:42][O:41][CH2:40][CH2:39][O:38][CH2:37][CH2:36][N:33]1[CH2:32][CH2:31][N:30]([C:28]([C@:11]23[CH2:23][CH2:22][C@@H:21]([C:24]4([CH3:27])[CH2:26][CH2:25]4)[C@@H:12]2[C@@H:13]2[C@@:8]([CH3:43])([CH2:9][CH2:10]3)[C@@:7]3([CH3:44])[C@@H:16]([C@:17]4([CH3:20])[C@@H:4]([CH2:5][CH2:6]3)[C:3]([CH3:46])([CH3:45])[C@@H:2]([O:1][C:52](=[O:54])[CH2:53][C:48]([CH3:55])([CH3:47])[C:49]([OH:51])=[O:50])[CH2:19][CH2:18]4)[CH2:15][CH2:14]2)=[O:29])[CH2:35][CH2:34]1. The yield is 0.372.